This data is from Forward reaction prediction with 1.9M reactions from USPTO patents (1976-2016). The task is: Predict the product of the given reaction. (1) Given the reactants [C:1]([CH:9]1[CH2:14][CH2:13][NH:12][CH2:11][CH2:10]1)(=[O:8])[C:2]1[CH:7]=[CH:6][CH:5]=[CH:4][CH:3]=1.C(=O)C.[OH-].[Na+].[Na+].[Cl-], predict the reaction product. The product is: [C:2]1([CH:1]([CH:9]2[CH2:14][CH2:13][NH:12][CH2:11][CH2:10]2)[OH:8])[CH:3]=[CH:4][CH:5]=[CH:6][CH:7]=1. (2) Given the reactants Cl.Cl.COC1C=CC(N2CCNCC2)=CC=1.BrCCC1C=CC=CC=1.[Cl:26][C:27]1[CH:28]=[C:29]([N:37]2[CH2:42][CH2:41][NH:40][CH2:39][CH2:38]2)[CH:30]=[CH:31][C:32]=1[O:33][CH2:34][O:35][CH3:36].Br[CH2:44][C:45]([C:47]1[CH:52]=[CH:51][CH:50]=[CH:49][CH:48]=1)=[O:46], predict the reaction product. The product is: [Cl:26][C:27]1[CH:28]=[C:29]([N:37]2[CH2:38][CH2:39][N:40]([CH2:44][C:45]([C:47]3[CH:52]=[CH:51][CH:50]=[CH:49][CH:48]=3)=[O:46])[CH2:41][CH2:42]2)[CH:30]=[CH:31][C:32]=1[O:33][CH2:34][O:35][CH3:36]. (3) The product is: [CH3:64][O:65][C:66]([C:68]1([CH2:19][S:20]([N:23]2[CH2:24][CH2:25][N:26]([C:29]3[N:34]=[CH:33][C:32]([C:35]4[CH:36]=[CH:37][C:38]([F:41])=[CH:39][CH:40]=4)=[CH:31][N:30]=3)[CH2:27][CH2:28]2)(=[O:22])=[O:21])[CH2:73][CH2:72][CH2:71][CH2:70][CH2:69]1)=[O:67]. Given the reactants C([C@@H]1COC(=O)N1C(=O)[C@H]([CH2:19][S:20]([N:23]1[CH2:28][CH2:27][N:26]([C:29]2[N:34]=[CH:33][C:32]([C:35]3[CH:40]=[CH:39][C:38]([F:41])=[CH:37][CH:36]=3)=[CH:31][N:30]=2)[CH2:25][CH2:24]1)(=[O:22])=[O:21])C(C)C)C1C=CC=CC=1.Cl.Cl.FC1C=CC(C2C=NC(N3CCNCC3)=NC=2)=CC=1.[CH3:64][O:65][C:66]([C:68]1(CS(Cl)(=O)=O)[CH2:73][CH2:72][CH2:71][CH2:70][CH2:69]1)=[O:67], predict the reaction product.